From a dataset of CYP3A4 inhibition data for predicting drug metabolism from PubChem BioAssay. Regression/Classification. Given a drug SMILES string, predict its absorption, distribution, metabolism, or excretion properties. Task type varies by dataset: regression for continuous measurements (e.g., permeability, clearance, half-life) or binary classification for categorical outcomes (e.g., BBB penetration, CYP inhibition). Dataset: cyp3a4_veith. The molecule is N#CC(C#N)=C/C(N)=C(/C#N)c1cc(O)c(O)c(O)c1. The result is 1 (inhibitor).